Task: Predict the reactants needed to synthesize the given product.. Dataset: Full USPTO retrosynthesis dataset with 1.9M reactions from patents (1976-2016) Given the product [CH2:41]([C:43]1[CH:44]=[C:45]([CH3:79])[C:46]([N:49]2[CH2:54][CH2:53][N:52]([C:55]([C:57]3[CH:58]=[CH:59][C:60]([N:63]4[CH:67]([CH3:68])[CH2:66][NH:65][C:64]4=[O:78])=[N:61][CH:62]=3)=[O:56])[CH2:51][CH2:50]2)=[N:47][CH:48]=1)[CH3:42], predict the reactants needed to synthesize it. The reactants are: BrC1N=CC(C(N2CCN(C3C(C)=CC(CC)=CN=3)CC2)=O)=CC=1.COC1C=CC(CN2CC(C)NC2=O)=CC=1.[CH2:41]([C:43]1[CH:44]=[C:45]([CH3:79])[C:46]([N:49]2[CH2:54][CH2:53][N:52]([C:55]([C:57]3[CH:58]=[CH:59][C:60]([N:63]4[CH:67]([CH3:68])[CH2:66][N:65](CC5C=CC(OC)=CC=5)[C:64]4=[O:78])=[N:61][CH:62]=3)=[O:56])[CH2:51][CH2:50]2)=[N:47][CH:48]=1)[CH3:42].